This data is from Forward reaction prediction with 1.9M reactions from USPTO patents (1976-2016). The task is: Predict the product of the given reaction. (1) Given the reactants [NH2:1][CH:2]([C:11]1[C:16]([O:17][CH3:18])=[CH:15][CH:14]=[CH:13][C:12]=1[F:19])[CH2:3][CH:4]([CH3:10])[C:5]([O:7]CC)=O.[Cl:20][C:21]1[N:22]=[C:23]([C:26]2[CH:27]=[C:28]([CH:31]=[CH:32][CH:33]=2)[CH:29]=O)[S:24][CH:25]=1, predict the reaction product. The product is: [Cl:20][C:21]1[N:22]=[C:23]([C:26]2[CH:27]=[C:28]([CH:31]=[CH:32][CH:33]=2)[CH2:29][N:1]2[CH:2]([C:11]3[C:16]([O:17][CH3:18])=[CH:15][CH:14]=[CH:13][C:12]=3[F:19])[CH2:3][CH:4]([CH3:10])[C:5]2=[O:7])[S:24][CH:25]=1. (2) The product is: [Cl:29][C:27]1[CH:28]=[C:23]([NH:1][C:2]2[N:7]=[CH:6][C:5]([N:8]3[CH2:13][CH2:12][N:11]([C:14]([O:16][C:17]([CH3:20])([CH3:19])[CH3:18])=[O:15])[CH2:10][C@@H:9]3[CH3:21])=[CH:4][CH:3]=2)[C:24](=[O:38])[N:25]([CH2:30][O:31][CH2:32][CH2:33][Si:34]([CH3:36])([CH3:35])[CH3:37])[N:26]=1. Given the reactants [NH2:1][C:2]1[N:7]=[CH:6][C:5]([N:8]2[CH2:13][CH2:12][N:11]([C:14]([O:16][C:17]([CH3:20])([CH3:19])[CH3:18])=[O:15])[CH2:10][C@@H:9]2[CH3:21])=[CH:4][CH:3]=1.Br[C:23]1[C:24](=[O:38])[N:25]([CH2:30][O:31][CH2:32][CH2:33][Si:34]([CH3:37])([CH3:36])[CH3:35])[N:26]=[C:27]([Cl:29])[CH:28]=1.CC1(C)C2C(=C(P(C3C=CC=CC=3)C3C=CC=CC=3)C=CC=2)OC2C(P(C3C=CC=CC=3)C3C=CC=CC=3)=CC=CC1=2.C([O-])([O-])=O.[Cs+].[Cs+], predict the reaction product.